Predict which catalyst facilitates the given reaction. From a dataset of Catalyst prediction with 721,799 reactions and 888 catalyst types from USPTO. (1) Reactant: [OH-:1].[K+].Br[C:4]1[CH:23]=[CH:22][C:7]([CH2:8][C:9]2[C:10]([CH2:20][CH3:21])=[N:11][N:12]3[C:17]([CH3:18])=[CH:16][C:15]([CH3:19])=[N:14][C:13]=23)=[CH:6][CH:5]=1. Product: [CH2:20]([C:10]1[C:9]([CH2:8][C:7]2[CH:22]=[CH:23][C:4]([OH:1])=[CH:5][CH:6]=2)=[C:13]2[N:14]=[C:15]([CH3:19])[CH:16]=[C:17]([CH3:18])[N:12]2[N:11]=1)[CH3:21]. The catalyst class is: 110. (2) Reactant: [C:1]1(=[O:7])[CH2:6][CH2:5][CH2:4][CH2:3][CH2:2]1.N1C=CC=CC=1.[S:14](O[S:14]([C:17]([F:20])([F:19])[F:18])(=[O:16])=[O:15])([C:17]([F:20])([F:19])[F:18])(=[O:16])=[O:15]. Product: [C:1]1([O:7][S:14]([C:17]([F:20])([F:19])[F:18])(=[O:16])=[O:15])[CH2:6][CH2:5][CH2:4][CH2:3][CH:2]=1. The catalyst class is: 2. (3) Reactant: ClC1N=CC2N=CN(C3SC(C(OC)=O)=C(O)C=3)C=2C=1.[Cl:21][C:22]1[N:27]=[CH:26][C:25]2[N:28]([C:31]3[S:35][C:34]([C:36]([O:38][CH3:39])=[O:37])=[C:33]([OH:40])[CH:32]=3)[CH:29]=[N:30][C:24]=2[CH:23]=1.C([O-])([O-])=O.[K+].[K+].Br[CH2:48][C:49]1[CH:54]=[CH:53][CH:52]=[CH:51][C:50]=1[C:55]([F:58])([F:57])[F:56].[Cl-].[K+]. Product: [Cl:21][C:22]1[N:27]=[CH:26][C:25]2[N:28]([C:31]3[S:35][C:34]([C:36]([O:38][CH3:39])=[O:37])=[C:33]([O:40][CH2:48][C:49]4[CH:54]=[CH:53][CH:52]=[CH:51][C:50]=4[C:55]([F:56])([F:57])[F:58])[CH:32]=3)[CH:29]=[N:30][C:24]=2[CH:23]=1. The catalyst class is: 9. (4) Reactant: [CH:1]1([CH:7]([NH:18][C:19]2[CH:24]=[CH:23][C:22]([C:25]([N:27]([CH3:35])[CH2:28][CH2:29][C:30]([O:32]CC)=[O:31])=[O:26])=[CH:21][CH:20]=2)[C:8]2[S:16][C:15]3[CH:14]=[CH:13][N:12]=[CH:11][C:10]=3[C:9]=2[CH3:17])[CH2:6][CH2:5][CH2:4][CH2:3][CH2:2]1.O1CCCC1. Product: [CH:1]1([CH:7]([NH:18][C:19]2[CH:20]=[CH:21][C:22]([C:25]([N:27]([CH3:35])[CH2:28][CH2:29][C:30]([OH:32])=[O:31])=[O:26])=[CH:23][CH:24]=2)[C:8]2[S:16][C:15]3[CH:14]=[CH:13][N:12]=[CH:11][C:10]=3[C:9]=2[CH3:17])[CH2:6][CH2:5][CH2:4][CH2:3][CH2:2]1. The catalyst class is: 8. (5) Reactant: [N+](=[CH:3][Si](C)(C)C)=[N-].[Cl:8][C:9]1[CH:17]=[C:16]([Cl:18])[C:15]([N+:19]([O-:21])=[O:20])=[CH:14][C:10]=1[C:11]([OH:13])=[O:12].C1(C)C=CC=CC=1.C(O)(=O)C. Product: [Cl:8][C:9]1[CH:17]=[C:16]([Cl:18])[C:15]([N+:19]([O-:21])=[O:20])=[CH:14][C:10]=1[C:11]([O:13][CH3:3])=[O:12]. The catalyst class is: 5. (6) Reactant: [CH3:1][N:2]([CH3:16])[C:3](=O)[CH2:4][CH2:5][C:6]1[NH:7][CH:8]=[C:9]([CH2:11][CH2:12][CH2:13][CH3:14])[CH:10]=1.[H-].[H-].[H-].[H-].[Li+].[Al+3]. Product: [CH3:16][N:2]([CH3:1])[CH2:3][CH2:4][CH2:5][C:6]1[NH:7][CH:8]=[C:9]([CH2:11][CH2:12][CH2:13][CH3:14])[CH:10]=1. The catalyst class is: 1. (7) Reactant: [F:1][C:2]1([CH2:8][C@H:9]2[CH2:13][O:12]C(C)(C)[N:10]2[C:16]([O:18][C:19]([CH3:22])([CH3:21])[CH3:20])=[O:17])[CH2:7][CH2:6][CH2:5][CH2:4][CH2:3]1.C12(CS(O)(=O)=O)C(C)(C)C(CC1)CC2=O. Product: [F:1][C:2]1([CH2:8][C@H:9]([NH:10][C:16](=[O:17])[O:18][C:19]([CH3:21])([CH3:20])[CH3:22])[CH2:13][OH:12])[CH2:3][CH2:4][CH2:5][CH2:6][CH2:7]1. The catalyst class is: 5. (8) Reactant: [Cl:1][C:2]1[CH:3]=[C:4]([CH:8]2[CH:12]3[CH2:13][CH2:14][CH2:15][CH2:16][CH:11]3[O:10][C:9]2=[O:17])[CH:5]=[CH:6][CH:7]=1.CC(C[AlH]CC(C)C)C.S(=O)(=O)(O)O. Product: [Cl:1][C:2]1[CH:3]=[C:4]([CH:8]2[CH:12]3[CH2:13][CH2:14][CH2:15][CH2:16][CH:11]3[O:10][CH:9]2[OH:17])[CH:5]=[CH:6][CH:7]=1. The catalyst class is: 7. (9) Reactant: [CH3:1][O:2][C:3](=[O:17])[C:4]1[CH:12]=[C:11]([O:13][CH2:14][CH:15]=[CH2:16])[CH:10]=[C:6]([C:7]([OH:9])=O)[CH:5]=1.C(Cl)(=O)C(Cl)=O.C(=O)([O-])[O-].[Na+].[Na+].[CH3:30][O:31][CH:32]([O:35][CH3:36])[CH2:33][NH2:34]. Product: [CH3:1][O:2][C:3](=[O:17])[C:4]1[CH:12]=[C:11]([O:13][CH2:14][CH:15]=[CH2:16])[CH:10]=[C:6]([C:7]([NH:34][CH2:33][CH:32]([O:35][CH3:36])[O:31][CH3:30])=[O:9])[CH:5]=1. The catalyst class is: 59.